From a dataset of Catalyst prediction with 721,799 reactions and 888 catalyst types from USPTO. Predict which catalyst facilitates the given reaction. (1) Reactant: Cl.ClC[CH2:4][C:5]1[CH:10]=[CH:9][CH:8]=[CH:7][N:6]=1.[NH:11]1[CH2:16][CH2:15][NH:14][CH2:13][CH2:12]1. Product: [N:6]1[CH:7]=[CH:8][CH:9]=[CH:10][C:5]=1[CH2:4][N:11]1[CH2:16][CH2:15][NH:14][CH2:13][CH2:12]1. The catalyst class is: 6. (2) Reactant: [Cl:1][C:2]1[CH:3]=[CH:4][C:5]2[O:11][C:10]([CH3:13])([CH3:12])[CH2:9][NH:8][C:7](=[O:14])[C:6]=2[CH:15]=1.[F:16][C:17]([F:30])([F:29])[S:18](O[S:18]([C:17]([F:30])([F:29])[F:16])(=[O:20])=[O:19])(=[O:20])=[O:19].N1C(C)=CC=CC=1C. Product: [Cl:1][C:2]1[CH:3]=[CH:4][C:5]2[O:11][C:10]([CH3:12])([CH3:13])[CH2:9][NH:8][CH:7]([O:14][S:18]([C:17]([F:30])([F:29])[F:16])(=[O:20])=[O:19])[C:6]=2[CH:15]=1. The catalyst class is: 4. (3) Reactant: [C:1]([O:5][C:6](=[O:22])[NH:7][CH2:8][CH2:9][O:10][C:11]1[CH:16]=[CH:15][C:14]([CH2:17][CH2:18][CH2:19][CH2:20][NH2:21])=[CH:13][CH:12]=1)([CH3:4])([CH3:3])[CH3:2].I.[NH2:24][C:25]1[C:26]([C:33]([NH:35][C:36](=[NH:39])SC)=[O:34])=[N:27][C:28]([Cl:32])=[C:29]([NH2:31])[N:30]=1.C(N(CC)CC)C. Product: [C:1]([O:5][C:6](=[O:22])[NH:7][CH2:8][CH2:9][O:10][C:11]1[CH:16]=[CH:15][C:14]([CH2:17][CH2:18][CH2:19][CH2:20][NH:21][C:36]([NH2:39])=[N:35][C:33]([C:26]2[C:25]([NH2:24])=[N:30][C:29]([NH2:31])=[C:28]([Cl:32])[N:27]=2)=[O:34])=[CH:13][CH:12]=1)([CH3:4])([CH3:2])[CH3:3]. The catalyst class is: 1. (4) Reactant: [Br:1][C:2]1[CH:7]=[C:6]([CH3:8])[CH:5]=[C:4]([F:9])[CH:3]=1.C([N-]C(C)C)(C)C.[Li+].CN(C)[CH:20]=[O:21].C(O)(=O)C. Product: [Br:1][C:2]1[CH:7]=[C:6]([CH3:8])[CH:5]=[C:4]([F:9])[C:3]=1[CH:20]=[O:21]. The catalyst class is: 30. (5) Reactant: [C:1]1([C:7]2[C:16]3[C:11](=[CH:12][CH:13]=[CH:14][CH:15]=3)[N:10]=[C:9]([C:17]3([C:23]([O:25][CH3:26])=[O:24])[CH2:22][CH2:21][CH2:20][NH:19][CH2:18]3)[N:8]=2)[CH:6]=[CH:5][CH:4]=[CH:3][CH:2]=1.[ClH:27]. Product: [ClH:27].[C:1]1([C:7]2[C:16]3[C:11](=[CH:12][CH:13]=[CH:14][CH:15]=3)[N:10]=[C:9]([C:17]3([C:23]([O:25][CH3:26])=[O:24])[CH2:22][CH2:21][CH2:20][NH:19][CH2:18]3)[N:8]=2)[CH:6]=[CH:5][CH:4]=[CH:3][CH:2]=1. The catalyst class is: 116. (6) Reactant: [CH3:1][N:2]1[CH2:8][CH2:7][CH2:6][N:5]([C:9]2[S:13][C:12]([C:14]([O:16]CC)=O)=[CH:11][CH:10]=2)[CH2:4][CH2:3]1.[CH3:19][O:20][C:21]1[CH:22]=[C:23]([CH2:29][CH2:30][C:31]2[CH:32]=[C:33]([NH2:36])[NH:34][N:35]=2)[CH:24]=[C:25]([O:27][CH3:28])[CH:26]=1.C[Al](C)C. Product: [CH3:28][O:27][C:25]1[CH:24]=[C:23]([CH2:29][CH2:30][C:31]2[CH:32]=[C:33]([NH:36][C:14]([C:12]3[S:13][C:9]([N:5]4[CH2:6][CH2:7][CH2:8][N:2]([CH3:1])[CH2:3][CH2:4]4)=[CH:10][CH:11]=3)=[O:16])[NH:34][N:35]=2)[CH:22]=[C:21]([O:20][CH3:19])[CH:26]=1. The catalyst class is: 11. (7) Reactant: [O:1]=[C:2]([N:30]1[CH2:34][CH2:33][CH2:32][CH2:31]1)[CH2:3][C:4]1[NH:8][C:7]2[CH:9]=[C:10]([NH:17][C:18]([C:20]3[CH:25]=[CH:24][CH:23]=[CH:22][C:21]=3[C:26]([F:29])([F:28])[F:27])=[O:19])[CH:11]=[C:12]([C:13]([O:15]C)=[O:14])[C:6]=2[N:5]=1.O.[OH-].[Li+]. Product: [O:1]=[C:2]([N:30]1[CH2:34][CH2:33][CH2:32][CH2:31]1)[CH2:3][C:4]1[NH:8][C:7]2[CH:9]=[C:10]([NH:17][C:18]([C:20]3[CH:25]=[CH:24][CH:23]=[CH:22][C:21]=3[C:26]([F:28])([F:29])[F:27])=[O:19])[CH:11]=[C:12]([C:13]([OH:15])=[O:14])[C:6]=2[N:5]=1. The catalyst class is: 24. (8) Reactant: Br[CH2:2][C:3]([C:5]1[CH:6]=[C:7]([CH:10]=[CH:11][CH:12]=1)[C:8]#[N:9])=O.[Cl:13][C:14]1[N:19]=[N:18][C:17]([NH2:20])=[CH:16][CH:15]=1. Product: [Cl:13][C:14]1[CH:15]=[CH:16][C:17]2[N:18]([CH:2]=[C:3]([C:5]3[CH:6]=[C:7]([CH:10]=[CH:11][CH:12]=3)[C:8]#[N:9])[N:20]=2)[N:19]=1. The catalyst class is: 14. (9) Reactant: [CH3:1][C:2]1[C:6]([C:7]2[CH:8]=[C:9]([C:17]([O:19]C)=O)[C:10]3[NH:14][C:13](=[O:15])[NH:12][C:11]=3[CH:16]=2)=[C:5]([CH3:21])[O:4][N:3]=1.[CH:22]1([Mg]Cl)[CH2:26][CH2:25][CH2:24][CH2:23]1. Product: [CH:22]1([C:17]([C:9]2[C:10]3[NH:14][C:13](=[O:15])[NH:12][C:11]=3[CH:16]=[C:7]([C:6]3[C:2]([CH3:1])=[N:3][O:4][C:5]=3[CH3:21])[CH:8]=2)=[O:19])[CH2:26][CH2:25][CH2:24][CH2:23]1. The catalyst class is: 1.